From a dataset of Catalyst prediction with 721,799 reactions and 888 catalyst types from USPTO. Predict which catalyst facilitates the given reaction. (1) Reactant: [C:1]([OH:9])(=[O:8])[C:2]1[CH:7]=[CH:6][CH:5]=[CH:4][CH:3]=1.C([O-])([O-])=O.[K+].[K+].Br[CH2:17][CH2:18][CH2:19][CH2:20][C:21]#[N:22]. Product: [C:1]([O:9][CH2:17][CH2:18][CH2:19][CH2:20][C:21]#[N:22])(=[O:8])[C:2]1[CH:7]=[CH:6][CH:5]=[CH:4][CH:3]=1. The catalyst class is: 3. (2) The catalyst class is: 3. Reactant: O.O.Cl.[NH2:4][C:5]1[N:14]=[C:13]([NH2:15])[C:12]2[C:7](=[N:8][CH:9]=[C:10]([CH2:16][N:17]([CH3:27])[C:18]3[CH:26]=[CH:25][C:21]([C:22](O)=[O:23])=[CH:20][CH:19]=3)[N:11]=2)[N:6]=1.NC1N=C(N)C2C(=NC=C(CN(C3C=CC(C(O)=O)=CC=3)C)N=2)N=1.O.O.C(P(=O)(OCC)OCC)#N.CCN(C(C)C)C(C)C.C(O)(=O)C(O)=O.[CH2:79]([O:81][P:82]([CH2:87][CH2:88][NH2:89])(=[O:86])[O:83][CH2:84][CH3:85])[CH3:80]. Product: [CH2:84]([O:83][P:82]([CH2:87][CH2:88][NH:89][C:22](=[O:23])[C:21]1[CH:20]=[CH:19][C:18]([N:17]([CH2:16][C:10]2[N:11]=[C:12]3[C:7](=[N:8][CH:9]=2)[N:6]=[C:5]([NH2:4])[N:14]=[C:13]3[NH2:15])[CH3:27])=[CH:26][CH:25]=1)(=[O:86])[O:81][CH2:79][CH3:80])[CH3:85].